From a dataset of Forward reaction prediction with 1.9M reactions from USPTO patents (1976-2016). Predict the product of the given reaction. (1) The product is: [NH2:28][C:9]1[CH:8]=[C:7]([C:6]#[C:5][Si:2]([CH3:3])([CH3:4])[CH3:1])[CH:12]=[CH:11][C:10]=1[C:13]1[CH:18]=[CH:17][C:16]([C:19]#[C:20][Si:21]([CH3:24])([CH3:23])[CH3:22])=[CH:15][C:14]=1[N+:25]([O-:27])=[O:26]. Given the reactants [CH3:1][Si:2]([C:5]#[C:6][C:7]1[CH:12]=[CH:11][C:10]([C:13]2[CH:18]=[CH:17][C:16]([C:19]#[C:20][Si:21]([CH3:24])([CH3:23])[CH3:22])=[CH:15][C:14]=2[N+:25]([O-:27])=[O:26])=[C:9]([N+:28]([O-])=O)[CH:8]=1)([CH3:4])[CH3:3].C(O)(=O)C.[K+].[Br-], predict the reaction product. (2) Given the reactants [F:1][C:2]1[CH:10]=[C:9]2[C:5]([C:6]([C:11]3[CH:12]=[CH:13][C:14]4[O:18][C:17]([CH2:19][CH2:20][S:21][CH3:22])=[N:16][C:15]=4[CH:23]=3)=[CH:7][NH:8]2)=[CH:4][CH:3]=1.[CH3:24][C:25]([O:28][C:29](O[C:29]([O:28][C:25]([CH3:27])([CH3:26])[CH3:24])=[O:30])=[O:30])([CH3:27])[CH3:26], predict the reaction product. The product is: [F:1][C:2]1[CH:10]=[C:9]2[C:5]([C:6]([C:11]3[CH:12]=[CH:13][C:14]4[O:18][C:17]([CH2:19][CH2:20][S:21][CH3:22])=[N:16][C:15]=4[CH:23]=3)=[CH:7][N:8]2[C:29]([O:28][C:25]([CH3:27])([CH3:26])[CH3:24])=[O:30])=[CH:4][CH:3]=1. (3) Given the reactants C([N:3]1[CH2:8][CH2:7][CH2:6][N:5]2[N:9]=[CH:10][CH:11]=[C:4]12)=O.[N+:12]([O-])([O-:14])=[O:13].[K+], predict the reaction product. The product is: [N+:12]([C:11]1[CH:10]=[N:9][N:5]2[CH2:6][CH2:7][CH2:8][NH:3][C:4]=12)([O-:14])=[O:13]. (4) Given the reactants [Cl:1][C:2]1[C:3]([C:8]2[CH:13]=[C:12]([C:14]([F:17])([F:16])[F:15])[CH:11]=[CH:10][C:9]=2[C:18]2[O:23][C:22](=[O:24])[C:21]3[CH:25]=[C:26]([CH:30]=[N:31][NH:32][C:33]([NH2:35])=[O:34])[CH:27]=[C:28]([CH3:29])[C:20]=3[N:19]=2)=[N:4][CH:5]=[CH:6][CH:7]=1.[CH3:36][NH2:37], predict the reaction product. The product is: [C:33]([NH:32]/[N:31]=[CH:30]/[C:26]1[CH:27]=[C:28]([CH3:29])[C:20]([NH:19][C:18](=[O:23])[C:9]2[CH:10]=[CH:11][C:12]([C:14]([F:16])([F:15])[F:17])=[CH:13][C:8]=2[C:3]2[C:2]([Cl:1])=[CH:7][CH:6]=[CH:5][N:4]=2)=[C:21]([CH:25]=1)[C:22]([NH:37][CH3:36])=[O:24])(=[O:34])[NH2:35]. (5) Given the reactants [CH2:1]([N:7]1[CH2:12][CH:11]2[CH:9]([C:10]2([C:14]2[CH:15]=[C:16]([NH2:20])[CH:17]=[CH:18][CH:19]=2)[CH3:13])[CH2:8]1)[CH2:2][CH2:3][CH2:4][CH2:5][CH3:6].N1C=CC=CC=1.[CH3:27][S:28](Cl)(=[O:30])=[O:29], predict the reaction product. The product is: [CH2:1]([N:7]1[CH2:12][CH:11]2[CH:9]([C:10]2([C:14]2[CH:15]=[C:16]([NH:20][S:28]([CH3:27])(=[O:30])=[O:29])[CH:17]=[CH:18][CH:19]=2)[CH3:13])[CH2:8]1)[CH2:2][CH2:3][CH2:4][CH2:5][CH3:6]. (6) Given the reactants [S:1]1[CH:5]=[CH:4][CH:3]=[C:2]1[CH2:6][C:7]([OH:9])=O.C(N([CH:16]([CH3:18])[CH3:17])CC)(C)C.[NH2:19][C:20]1[S:21][CH:22]=[CH:23][N:24]=1, predict the reaction product. The product is: [CH:6]([C:17]1[CH:16]=[CH:18][C:5]([C:23]2[N:24]=[C:20]([NH:19][C:7](=[O:9])[CH2:6][C:2]3[S:1][CH:5]=[CH:4][CH:3]=3)[S:21][CH:22]=2)=[CH:4][CH:3]=1)([CH3:7])[CH3:2]. (7) Given the reactants [C:1]([NH:4][CH2:5][CH2:6][O:7][C:8]1[C:29]([O:30][CH3:31])=[CH:28][C:11]2[C:12]3[N:17]([CH:18]([CH2:20][CH3:21])[CH2:19][C:10]=2[CH:9]=1)[CH:16]=[C:15]([C:22]([O:24]CC)=[O:23])[C:14](=[O:27])[CH:13]=3)(=[O:3])[CH3:2].CO.O[Li].O, predict the reaction product. The product is: [C:1]([NH:4][CH2:5][CH2:6][O:7][C:8]1[C:29]([O:30][CH3:31])=[CH:28][C:11]2[C:12]3[N:17]([CH:18]([CH2:20][CH3:21])[CH2:19][C:10]=2[CH:9]=1)[CH:16]=[C:15]([C:22]([OH:24])=[O:23])[C:14](=[O:27])[CH:13]=3)(=[O:3])[CH3:2].